Dataset: Full USPTO retrosynthesis dataset with 1.9M reactions from patents (1976-2016). Task: Predict the reactants needed to synthesize the given product. (1) Given the product [O:15]1[CH:3]2[CH2:2][CH:1]([C:6]([O:8][CH3:9])=[O:7])[CH2:5][CH:14]12, predict the reactants needed to synthesize it. The reactants are: [CH:1]1([C:6]([OH:8])=[O:7])[CH2:5]C=[CH:3][CH2:2]1.[CH3:9][Si](Cl)(C)C.[CH3:14][OH:15]. (2) Given the product [CH:5]1([C:8]2([C:12]([OH:14])=[O:13])[CH2:11][CH2:10][CH2:9]2)[CH2:4][CH2:3][CH2:2][CH2:7][CH2:6]1, predict the reactants needed to synthesize it. The reactants are: Cl[C:2]1[CH:7]=[CH:6][C:5]([C:8]2([C:12]([OH:14])=[O:13])[CH2:11][CH2:10][CH2:9]2)=[CH:4][CH:3]=1.C([O-])(=O)C.[Na+]. (3) The reactants are: C([O:3][C:4](=[O:17])[CH2:5][O:6][C:7]1[CH:12]=[CH:11][C:10]([SH:13])=[CH:9][C:8]=1[CH2:14][CH2:15][CH3:16])C.Cl[CH2:19][C:20]1[N:21]=[C:22]([C:26]2[CH:31]=[CH:30][C:29]([C:32]([F:35])([F:34])[F:33])=[CH:28][CH:27]=2)[O:23][C:24]=1[CH3:25].C(=O)([O-])[O-].[Cs+].[Cs+]. Given the product [CH3:25][C:24]1[O:23][C:22]([C:26]2[CH:27]=[CH:28][C:29]([C:32]([F:35])([F:33])[F:34])=[CH:30][CH:31]=2)=[N:21][C:20]=1[CH2:19][S:13][C:10]1[CH:11]=[CH:12][C:7]([O:6][CH2:5][C:4]([OH:3])=[O:17])=[C:8]([CH2:14][CH2:15][CH3:16])[CH:9]=1, predict the reactants needed to synthesize it. (4) Given the product [CH2:2]([N:9]1[CH2:13][CH2:12][C:11]2([CH2:22][C:21](=[O:23])[C:20]3[C:15](=[CH:16][CH:17]=[C:18](/[CH:24]=[CH:25]/[C:26]([NH:29][O:30][CH:31]4[CH2:36][CH2:35][CH2:34][CH2:33][O:32]4)=[O:27])[CH:19]=3)[O:14]2)[CH2:10]1)[C:3]1[CH:4]=[CH:5][CH:6]=[CH:7][CH:8]=1, predict the reactants needed to synthesize it. The reactants are: Cl.[CH2:2]([N:9]1[CH2:13][CH2:12][C:11]2([CH2:22][C:21](=[O:23])[C:20]3[C:15](=[CH:16][CH:17]=[C:18](/[CH:24]=[CH:25]/[C:26](O)=[O:27])[CH:19]=3)[O:14]2)[CH2:10]1)[C:3]1[CH:8]=[CH:7][CH:6]=[CH:5][CH:4]=1.[NH2:29][O:30][CH:31]1[CH2:36][CH2:35][CH2:34][CH2:33][O:32]1.